Dataset: Experimentally validated miRNA-target interactions with 360,000+ pairs, plus equal number of negative samples. Task: Binary Classification. Given a miRNA mature sequence and a target amino acid sequence, predict their likelihood of interaction. (1) Result: 0 (no interaction). The miRNA is mmu-miR-34c-5p with sequence AGGCAGUGUAGUUAGCUGAUUGC. The protein sequence of the target gene is MNWVGGSRSRVLIKQERRKQKEYFEKHRLKSKMKSLGVLSPVKNSAVSLDILNLYMVNQISCKKKIPETVRKPTHVNMNRDIKMPLRKHNLELTMSPHCVPSKLCLDDTETNVNCQRLSSKEDLGPVQSQGMDSYSMLHPQFSKIENCSFTPSSFSVELPSNRHISKLNFTSGIAPTPQKLAYEKKQNDQRSTVNCSDSLLSKLNKSQDVFSPSHKTTRFGTLFERLNSLGNRNLLTKSPAVIMDEDCRSTDEIRQSDYITEKHSIQHIWGKNGKEVSNFLEDVNQSTPNLLSENCDSFV.... (2) The miRNA is hsa-miR-141-5p with sequence CAUCUUCCAGUACAGUGUUGGA. The protein sequence of the target gene is MASKEMFEDTVEERVINEEYKIWKKNTPFLYDLVMTHALQWPSLTVQWLPEVTKPEGKDYALHWLVLGTHTSDEQNHLVVARVHIPNDDAQFDASHCDSDKGEFGGFGSVTGKIECEIKINHEGEVNRARYMPQNPHIIATKTPSSDVLVFDYTKHPAKPDPSGECNPDLRLRGHQKEGYGLSWNSNLSGHLLSASDDHTVCLWDINAGPKEGKIVDAKAIFTGHSAVVEDVAWHLLHESLFGSVADDQKLMIWDTRSNTTSKPSHLVDAHTAEVNCLSFNPYSEFILATGSADKTVALW.... Result: 0 (no interaction).